The task is: Predict which catalyst facilitates the given reaction.. This data is from Catalyst prediction with 721,799 reactions and 888 catalyst types from USPTO. (1) Reactant: C([O:3][C:4]([CH:6]1[CH2:11][CH2:10][CH:9]([NH:12][C:13]2[CH:18]=[CH:17][C:16]([F:19])=[CH:15][CH:14]=2)[CH2:8][CH2:7]1)=[O:5])C.O[Li].O.CO.O. The catalyst class is: 1. Product: [F:19][C:16]1[CH:15]=[CH:14][C:13]([NH:12][C@H:9]2[CH2:8][CH2:7][C@H:6]([C:4]([OH:5])=[O:3])[CH2:11][CH2:10]2)=[CH:18][CH:17]=1.[F:19][C:16]1[CH:15]=[CH:14][C:13]([NH:12][C@@H:9]2[CH2:8][CH2:7][C@H:6]([C:4]([OH:5])=[O:3])[CH2:11][CH2:10]2)=[CH:18][CH:17]=1. (2) Reactant: [F:1][C:2]1[C:11]([O:12][CH2:13][C@@H:14]2[CH2:16][O:15]2)=[C:10]2[C:5]([CH:6]=[CH:7][C:8]([O:17]C)=[N:9]2)=[N:4][CH:3]=1.FC(F)(F)S([O-])(=O)=O.[Yb+3].FC(F)(F)S([O-])(=O)=O.FC(F)(F)S([O-])(=O)=O. Product: [F:1][C:2]1[CH:3]=[N:4][C:5]2[CH:6]=[CH:7][C:8](=[O:17])[N:9]3[C@H:14]([CH2:16][OH:15])[CH2:13][O:12][C:11]=1[C:10]=23. The catalyst class is: 662. (3) Reactant: [C:1]1([C:7]2[N:8]=[C:9]([CH2:12][N:13]([CH2:34][CH2:35][CH3:36])[C:14]3[CH:15]=[C:16]([CH:31]=[CH:32][CH:33]=3)[CH2:17][O:18][C:19]3[CH:24]=[CH:23][C:22]([CH2:25][CH2:26][C:27]([O:29]C)=[O:28])=[CH:21][CH:20]=3)[S:10][CH:11]=2)[CH:6]=[CH:5][CH:4]=[CH:3][CH:2]=1.C(O)C.[OH-].[Na+].Cl. Product: [C:1]1([C:7]2[N:8]=[C:9]([CH2:12][N:13]([CH2:34][CH2:35][CH3:36])[C:14]3[CH:15]=[C:16]([CH:31]=[CH:32][CH:33]=3)[CH2:17][O:18][C:19]3[CH:20]=[CH:21][C:22]([CH2:25][CH2:26][C:27]([OH:29])=[O:28])=[CH:23][CH:24]=3)[S:10][CH:11]=2)[CH:6]=[CH:5][CH:4]=[CH:3][CH:2]=1. The catalyst class is: 132.